Dataset: Cav3 T-type calcium channel HTS with 100,875 compounds. Task: Binary Classification. Given a drug SMILES string, predict its activity (active/inactive) in a high-throughput screening assay against a specified biological target. (1) The molecule is S=C1N(\C(C(=O)N1c1ccc(OCC)cc1)=C/c1sccc1)CC(OC)=O. The result is 0 (inactive). (2) The result is 0 (inactive). The molecule is O=C(N1CCN(CC1)Cc1ccccc1)c1noc(c1[N+]([O-])=O)C. (3) The molecule is S(CC(=O)N1CCOCC1)c1nc2n([nH]cc2c(=O)n1)c1ccc(cc1)C. The result is 0 (inactive). (4) The compound is S(CC(=O)Nc1c(cccc1)C(OCC)=O)c1oc2c(n1)cccc2. The result is 0 (inactive). (5) The drug is O=C1CC(CC(=O)/C1=C\NC(COC)C)(C)C. The result is 0 (inactive). (6) The result is 1 (active). The compound is S(CCCCOc1ccccc1)c1[nH]c2c(n1)ccc(c2)C. (7) The compound is S(CC(=O)N1CCOCC1)c1n(c(nn1)CNc1c(cccc1C)C)c1c(OC)cccc1. The result is 0 (inactive). (8) The drug is O(c1c(NC(=O)c2nnn(Cc3ccc(CC)cc3)c2N)ccc(OC)c1)C. The result is 0 (inactive). (9) The compound is S(CC(=O)N1CCCCCC1)c1n(c2c(n(c(=O)n(c2=O)C)C)n1)C. The result is 0 (inactive). (10) The compound is O(C(=O)C1CCN(CC1)C(=O)c1cc2c(oc1=O)cccc2)C. The result is 0 (inactive).